Dataset: Full USPTO retrosynthesis dataset with 1.9M reactions from patents (1976-2016). Task: Predict the reactants needed to synthesize the given product. (1) Given the product [Br:1][C:2]1[CH:8]=[CH:7][CH:6]=[CH:5][C:3]=1[NH:4][C:11]1[CH:12]=[CH:13][CH:14]=[CH:15][C:10]=1[Br:9], predict the reactants needed to synthesize it. The reactants are: [Br:1][C:2]1[CH:8]=[CH:7][CH:6]=[CH:5][C:3]=1[NH2:4].[Br:9][C:10]1[CH:15]=[CH:14][CH:13]=[CH:12][C:11]=1I.C1C=CC(P(C2C(OC3C(P(C4C=CC=CC=4)C4C=CC=CC=4)=CC=CC=3)=CC=CC=2)C2C=CC=CC=2)=CC=1.CC([O-])(C)C.[Na+]. (2) The reactants are: [C:1]1([CH2:7][CH2:8][O:9][C:10]2[N:18]=[C:17]3[C:13]([N:14]=[C:15]([C:21]4[O:22][CH:23]=[CH:24][CH:25]=4)[N:16]3[CH2:19][CH3:20])=[C:12]([NH2:26])[N:11]=2)[CH:6]=[CH:5][CH:4]=[CH:3][CH:2]=1.[H][H]. Given the product [C:1]1([CH2:7][CH2:8][O:9][C:10]2[N:18]=[C:17]3[C:13]([N:14]=[C:15]([CH:21]4[CH2:25][CH2:24][CH2:23][O:22]4)[N:16]3[CH2:19][CH3:20])=[C:12]([NH2:26])[N:11]=2)[CH:6]=[CH:5][CH:4]=[CH:3][CH:2]=1, predict the reactants needed to synthesize it. (3) Given the product [CH2:1]([O:8][C:9]1[C:14]([C:15]([C:18]2[CH:19]=[C:20]([C:24]3[CH:29]=[CH:28][CH:27]=[CH:26][C:25]=3[O:30][CH3:31])[CH:21]=[CH:22][CH:23]=2)=[CH2:16])=[CH:13][CH:12]=[CH:11][C:10]=1[C:32]1[CH:37]=[CH:36][CH:35]=[CH:34][CH:33]=1)[C:2]1[CH:7]=[CH:6][CH:5]=[CH:4][CH:3]=1, predict the reactants needed to synthesize it. The reactants are: [CH2:1]([O:8][C:9]1[C:14]([C:15]([C:18]2[CH:19]=[C:20]([C:24]3[CH:29]=[CH:28][CH:27]=[CH:26][C:25]=3[O:30][CH3:31])[CH:21]=[CH:22][CH:23]=2)(O)[CH3:16])=[CH:13][CH:12]=[CH:11][C:10]=1[C:32]1[CH:37]=[CH:36][CH:35]=[CH:34][CH:33]=1)[C:2]1[CH:7]=[CH:6][CH:5]=[CH:4][CH:3]=1.C1(C)C=CC(S(O)(=O)=O)=CC=1. (4) Given the product [CH3:1][N:2]1[N:3]=[CH:4][C:5]2[NH:25][C:26](=[O:31])[C@H:27]([CH3:28])[CH:30]=[CH:15][CH2:14][C@H:13]([NH:17][C:18](=[O:24])[O:19][C:20]([CH3:22])([CH3:23])[CH3:21])[C:9]3[CH:8]=[C:7]([CH:12]=[CH:11][CH:10]=3)[C:6]1=2, predict the reactants needed to synthesize it. The reactants are: [CH3:1][N:2]1[C:6]([C:7]2[CH:8]=[C:9]([C@@H:13]([NH:17][C:18](=[O:24])[O:19][C:20]([CH3:23])([CH3:22])[CH3:21])[CH2:14][CH:15]=C)[CH:10]=[CH:11][CH:12]=2)=[C:5]([NH:25][C:26](=[O:31])[C@H:27]([CH3:30])[CH:28]=C)[CH:4]=[N:3]1. (5) Given the product [Cl:1][C:2]1[CH:9]=[CH:8][C:7]([C:10]([F:11])([F:12])[F:13])=[CH:6][C:3]=1[C:4](=[S:14])[NH2:5], predict the reactants needed to synthesize it. The reactants are: [Cl:1][C:2]1[CH:9]=[CH:8][C:7]([C:10]([F:13])([F:12])[F:11])=[CH:6][C:3]=1[C:4]#[N:5].[SH2:14]. (6) Given the product [CH3:1][S:2]([N:5]1[CH2:10][CH2:9][O:8][C@H:7]([CH2:11][O:12][C:13]2[C:18]3=[N:19][CH:20]=[CH:21][N:22]=[C:17]3[CH:16]=[C:15]([C:23]3[CH:28]=[CH:27][C:26]([CH:29]([OH:31])[CH3:30])=[CH:25][CH:24]=3)[N:14]=2)[CH2:6]1)(=[O:4])=[O:3], predict the reactants needed to synthesize it. The reactants are: [CH3:1][S:2]([N:5]1[CH2:10][CH2:9][O:8][C@H:7]([CH2:11][O:12][C:13]2[C:18]3=[N:19][CH:20]=[CH:21][N:22]=[C:17]3[CH:16]=[C:15]([C:23]3[CH:28]=[CH:27][C:26]([C:29](=[O:31])[CH3:30])=[CH:25][CH:24]=3)[N:14]=2)[CH2:6]1)(=[O:4])=[O:3].CC(C[AlH]CC(C)C)C. (7) Given the product [NH2:24][C:25]([NH:1][C:2]1[C:3]([C:17]([NH2:19])=[O:18])=[CH:4][C:5]2[C:13]3[C:8](=[CH:9][CH:10]=[CH:11][CH:12]=3)[N:7]([CH2:14][CH3:15])[C:6]=2[N:16]=1)=[O:26], predict the reactants needed to synthesize it. The reactants are: [NH2:1][C:2]1[C:3]([C:17]([NH2:19])=[O:18])=[CH:4][C:5]2[C:13]3[C:8](=[CH:9][CH:10]=[CH:11][CH:12]=3)[N:7]([CH2:14][CH3:15])[C:6]=2[N:16]=1.ClS([N:24]=[C:25]=[O:26])(=O)=O.